Dataset: Reaction yield outcomes from USPTO patents with 853,638 reactions. Task: Predict the reaction yield, written as a fraction of the theoretical maximum amount of product (1.0 means a 100% yield; for example, 0.34 means a 34% yield). (1) The reactants are [H-].[H-].[H-].[H-].[Li+].[Al+3].[CH3:7][C:8]([C:15]1[NH:16][C:17]2[C:22]([CH:23]=1)=[CH:21][C:20]([N+:24]([O-:26])=[O:25])=[CH:19][CH:18]=2)([CH3:14])[C:9](OCC)=[O:10].O.[OH-].[Na+]. The catalyst is C1COCC1. The product is [CH3:14][C:8]([C:15]1[NH:16][C:17]2[C:22]([CH:23]=1)=[CH:21][C:20]([N+:24]([O-:26])=[O:25])=[CH:19][CH:18]=2)([CH3:7])[CH2:9][OH:10]. The yield is 0.580. (2) The reactants are [CH3:1][C:2]1([CH3:20])[CH2:6][N:5]([C:7]2[N:12]=[CH:11][C:10]([C:13]#[C:14][Si](C)(C)C)=[CH:9]N=2)[C:4](=[O:19])[CH2:3]1.[F:21][C:22]1[CH:27]=[CH:26][C:25](I)=[CH:24][CH:23]=1.[CH3:29]CN(CC)CC.CCCC[N+](CCCC)(CCCC)CCCC.[F-].C1COCC1. The catalyst is CN(C=O)C.[Cu]I. The product is [F:21][C:22]1[CH:27]=[CH:26][C:25]([C:14]#[C:13][C:10]2[CH:9]=[CH:29][C:7]([N:5]3[CH2:6][C:2]([CH3:1])([CH3:20])[CH2:3][C:4]3=[O:19])=[N:12][CH:11]=2)=[CH:24][CH:23]=1. The yield is 0.730. (3) The reactants are [NH2:1][C:2]1[C:3]([N+:17]([O-])=O)=[C:4]2[C:13](=[CH:14][CH:15]=1)[C:12]1[CH:11]=[CH:10][CH:9]=[CH:8][C:7]=1[NH:6][C:5]2=[O:16].[C:20]([OH:26])([C:22]([F:25])([F:24])[F:23])=[O:21]. The catalyst is [Pd]. The product is [F:23][C:22]([F:25])([F:24])[C:20]([OH:26])=[O:21].[NH2:17][C:3]1[C:2]([NH2:1])=[CH:15][CH:14]=[C:13]2[C:4]=1[C:5](=[O:16])[NH:6][C:7]1[CH:8]=[CH:9][CH:10]=[CH:11][C:12]=12. The yield is 0.710. (4) The reactants are [CH:1]([C:4]1[CH:5]=[C:6]([C:10]2(O)[CH2:15][CH2:14][CH2:13][CH2:12][CH2:11]2)[CH:7]=[CH:8][CH:9]=1)([CH3:3])[CH3:2].[N-:17]=[N+:18]=[N-:19].[Na+].FC(F)(F)C(O)=O.[OH-].[NH4+]. The catalyst is C(Cl)Cl.O.C(OCC)(=O)C.CCCCCCC. The product is [CH:1]([C:4]1[CH:5]=[C:6]([C:10]2([N:17]=[N+:18]=[N-:19])[CH2:15][CH2:14][CH2:13][CH2:12][CH2:11]2)[CH:7]=[CH:8][CH:9]=1)([CH3:3])[CH3:2]. The yield is 1.00. (5) The reactants are [CH3:1][C:2]1([CH3:32])[CH2:7][C:6](=[O:8])[CH2:5][C:4]([CH3:10])([CH3:9])[P:3]1[C:11]1[CH:16]=[CH:15][CH:14]=[CH:13][C:12]=1[C:17]1[C:22]([CH:23]([CH3:25])[CH3:24])=[CH:21][C:20]([CH:26]([CH3:28])[CH3:27])=[CH:19][C:18]=1[CH:29]([CH3:31])[CH3:30].[CH2:33](O)[CH2:34][CH2:35][OH:36].O.C1(C)C=CC(S(O)(=O)=O)=CC=1. The catalyst is C1(C)C=CC=CC=1. The product is [CH3:32][C:2]1([CH3:1])[P:3]([C:11]2[CH:16]=[CH:15][CH:14]=[CH:13][C:12]=2[C:17]2[C:22]([CH:23]([CH3:24])[CH3:25])=[CH:21][C:20]([CH:26]([CH3:28])[CH3:27])=[CH:19][C:18]=2[CH:29]([CH3:31])[CH3:30])[C:4]([CH3:9])([CH3:10])[CH2:5][C:6]2([O:36][CH2:35][CH2:34][CH2:33][O:8]2)[CH2:7]1. The yield is 0.660.